From a dataset of Full USPTO retrosynthesis dataset with 1.9M reactions from patents (1976-2016). Predict the reactants needed to synthesize the given product. Given the product [CH2:41]1[CH2:3][O:4][C:5]2([CH2:14][CH2:13][C:12]3[N:11]=[C:10]([CH2:15][CH2:16][CH2:17][CH2:18][N:19]4[CH2:24][CH2:23][N:22]([C:25]5[CH:34]=[CH:33][C:32]6[C:27](=[CH:28][CH:29]=[CH:30][CH:31]=6)[N:26]=5)[CH2:21][CH2:20]4)[N:9]([NH:35][CH:36]([CH3:37])[CH3:38])[C:8](=[O:39])[C:7]=3[CH2:6]2)[O:40]1, predict the reactants needed to synthesize it. The reactants are: [BH4-].[Na+].[CH2:3]1[CH2:41][O:40][C:5]2([CH2:14][CH2:13][C:12]3[N:11]=[C:10]([CH2:15][CH2:16][CH2:17][CH2:18][N:19]4[CH2:24][CH2:23][N:22]([C:25]5[CH:34]=[CH:33][C:32]6[C:27](=[CH:28][CH:29]=[CH:30][CH:31]=6)[N:26]=5)[CH2:21][CH2:20]4)[N:9]([N:35]=[C:36]([CH3:38])[CH3:37])[C:8](=[O:39])[C:7]=3[CH2:6]2)[O:4]1.